Dataset: Reaction yield outcomes from USPTO patents with 853,638 reactions. Task: Predict the reaction yield, written as a fraction of the theoretical maximum amount of product (1.0 means a 100% yield; for example, 0.34 means a 34% yield). (1) The reactants are [Cl:1][C:2](=[CH2:10])[C:3]([CH3:9])([CH3:8])[C:4]([O:6]C)=[O:5].[OH-].[Na+]. The catalyst is O. The product is [Cl:1][C:2](=[CH2:10])[C:3]([CH3:9])([CH3:8])[C:4]([OH:6])=[O:5]. The yield is 0.700. (2) The reactants are [C:1]([O:5][C:6]([NH:8][C:9]1[CH:14]=[CH:13][CH:12]=[CH:11][C:10]=1[NH:15][C:16](=[O:32])[C:17]1[CH:22]=[CH:21][C:20](B2OC(C)(C)C(C)(C)O2)=[CH:19][CH:18]=1)=[O:7])([CH3:4])([CH3:3])[CH3:2].Cl[C:34]1[C:39]([Cl:40])=[CH:38][C:37]([O:41][CH2:42][O:43][CH2:44][CH2:45][O:46][CH3:47])=[CH:36][N:35]=1. No catalyst specified. The product is [Cl:40][C:39]1[C:34]([C:20]2[CH:21]=[CH:22][C:17]([C:16]([NH:15][C:10]3[CH:11]=[CH:12][CH:13]=[CH:14][C:9]=3[NH:8][C:6](=[O:7])[O:5][C:1]([CH3:2])([CH3:3])[CH3:4])=[O:32])=[CH:18][CH:19]=2)=[N:35][CH:36]=[C:37]([O:41][CH2:42][O:43][CH2:44][CH2:45][O:46][CH3:47])[CH:38]=1. The yield is 0.940. (3) The reactants are C[CH:2]([OH:14])[CH2:3][O:4][CH2:5][CH2:5][O:4][CH2:3][CH2:2][O:14]CCO.[C:15]([O:19][C:20]([CH3:23])([CH3:22])[CH3:21])(=[O:18])[CH:16]=[CH2:17].[Na]. The catalyst is C1COCC1. The product is [C:20]([O:19][C:15](=[O:18])[CH2:16][CH2:17][O:14][CH2:2][CH2:3][O:4][CH3:5])([CH3:23])([CH3:22])[CH3:21]. The yield is 0.890. (4) The reactants are [C:1]([S:5]([C:8]1[CH:9]=[C:10]2[C:15](=[CH:16][CH:17]=1)[N:14]=[CH:13][CH:12]=[C:11]2[NH:18][C:19]1[C:23]([C:24]([O:26]CC)=[O:25])=[C:22]([CH3:29])[NH:21][N:20]=1)(=[O:7])=[O:6])([CH3:4])([CH3:3])[CH3:2].[OH-].[Na+]. The catalyst is CO.O1CCCC1. The product is [C:1]([S:5]([C:8]1[CH:9]=[C:10]2[C:15](=[CH:16][CH:17]=1)[N:14]=[CH:13][CH:12]=[C:11]2[NH:18][C:19]1[C:23]([C:24]([OH:26])=[O:25])=[C:22]([CH3:29])[NH:21][N:20]=1)(=[O:6])=[O:7])([CH3:4])([CH3:3])[CH3:2]. The yield is 1.07. (5) The reactants are [C:1](Cl)(Cl)=[O:2].[NH2:5][C:6]1[CH:11]=[CH:10][CH:9]=[C:8]([CH3:12])[N:7]=1.C(N(CC)CC)C.[C:20]([OH:24])([CH3:23])([CH3:22])[CH3:21].[OH-].[Na+]. The catalyst is O.C(Cl)(Cl)Cl. The product is [C:20]([O:24][C:1](=[O:2])[NH:5][C:6]1[CH:11]=[CH:10][CH:9]=[C:8]([CH3:12])[N:7]=1)([CH3:23])([CH3:22])[CH3:21]. The yield is 0.960.